Predict the reactants needed to synthesize the given product. From a dataset of Full USPTO retrosynthesis dataset with 1.9M reactions from patents (1976-2016). (1) Given the product [CH3:11][O:10][C:8]([C:5]1[CH:4]=[CH:3][C:2]([C:17]2[CH:18]=[CH:19][C:14]([CH2:13][OH:12])=[CH:15][CH:16]=2)=[CH:7][N:6]=1)=[O:9], predict the reactants needed to synthesize it. The reactants are: Br[C:2]1[CH:3]=[CH:4][C:5]([C:8]([O:10][CH3:11])=[O:9])=[N:6][CH:7]=1.[OH:12][CH2:13][C:14]1[CH:19]=[CH:18][C:17](B(O)O)=[CH:16][CH:15]=1.C1(P(C2CCCCC2)C2C=CC=CC=2C2C=CC=CC=2)CCCCC1.[F-].[K+]. (2) Given the product [Cl:1][C:2]1[S:6][C:5](/[C:7](/[CH3:13])=[CH:8]/[S:9]([NH:14][C@H:15]2[CH2:19][CH2:18][N:17]([C@@H:20]([CH3:29])[C:21]([N:23]3[CH2:24][CH2:25][O:26][CH2:27][CH2:28]3)=[O:22])[C:16]2=[O:30])(=[O:11])=[O:10])=[CH:4][CH:3]=1, predict the reactants needed to synthesize it. The reactants are: [Cl:1][C:2]1[S:6][C:5](/[C:7](/[CH3:13])=[CH:8]/[S:9](Cl)(=[O:11])=[O:10])=[CH:4][CH:3]=1.[NH2:14][C@H:15]1[CH2:19][CH2:18][N:17]([C@@H:20]([CH3:29])[C:21]([N:23]2[CH2:28][CH2:27][O:26][CH2:25][CH2:24]2)=[O:22])[C:16]1=[O:30].N1C=CC=CC=1.